Dataset: Aqueous solubility values for 9,982 compounds from the AqSolDB database. Task: Regression/Classification. Given a drug SMILES string, predict its absorption, distribution, metabolism, or excretion properties. Task type varies by dataset: regression for continuous measurements (e.g., permeability, clearance, half-life) or binary classification for categorical outcomes (e.g., BBB penetration, CYP inhibition). For this dataset (solubility_aqsoldb), we predict Y. (1) The drug is CCCCC=O. The Y is -0.850 log mol/L. (2) The molecule is ClCCCCl. The Y is -1.61 log mol/L. (3) The compound is CCCC(C)=O. The Y is -0.190 log mol/L. (4) The drug is COc1ccc([N+](=O)[O-])cc1[N+](=O)[O-]. The Y is -3.11 log mol/L. (5) The compound is Clc1ccc(C2(Cn3cncn3)OCCO2)c(Cl)c1. The Y is -3.00 log mol/L. (6) The molecule is CCC1(CC)OC(=O)c2cc([N+](=O)[O-])ccc21. The Y is -3.66 log mol/L. (7) The compound is CNC1CCCCC1. The Y is -0.321 log mol/L.